From a dataset of HIV replication inhibition screening data with 41,000+ compounds from the AIDS Antiviral Screen. Binary Classification. Given a drug SMILES string, predict its activity (active/inactive) in a high-throughput screening assay against a specified biological target. (1) The drug is ON=Cc1cc(I)cc(I)c1O. The result is 0 (inactive). (2) The drug is Cc1n[nH]c(=O)n1C1CC1. The result is 0 (inactive). (3) The result is 0 (inactive). The compound is CC(=O)OC(=C(C#N)C#N)c1nccnc1C(=O)O. (4) The drug is O=S(=O)(CC#CCO)c1ccccc1. The result is 0 (inactive).